From a dataset of Peptide-MHC class II binding affinity with 134,281 pairs from IEDB. Regression. Given a peptide amino acid sequence and an MHC pseudo amino acid sequence, predict their binding affinity value. This is MHC class II binding data. (1) The MHC is HLA-DPA10201-DPB10501 with pseudo-sequence HLA-DPA10201-DPB10501. The binding affinity (normalized) is 0.0918. The peptide sequence is LVAGPAGSYAADLGY. (2) The peptide sequence is GGNFAGGGFGMLLRK. The MHC is DRB1_0101 with pseudo-sequence DRB1_0101. The binding affinity (normalized) is 0.669. (3) The peptide sequence is TKVIMGAVLIWVGIN. The MHC is DRB1_0404 with pseudo-sequence DRB1_0404. The binding affinity (normalized) is 0.163. (4) The peptide sequence is AAATAGTTVYGAQAA. The MHC is HLA-DQA10501-DQB10301 with pseudo-sequence HLA-DQA10501-DQB10301. The binding affinity (normalized) is 0.694. (5) The peptide sequence is AYCLWMMLLISQAEAALELIT. The MHC is DRB1_0301 with pseudo-sequence DRB1_0301. The binding affinity (normalized) is 0.